This data is from Reaction yield outcomes from USPTO patents with 853,638 reactions. The task is: Predict the reaction yield, written as a fraction of the theoretical maximum amount of product (1.0 means a 100% yield; for example, 0.34 means a 34% yield). (1) The reactants are [C:1]([O-:4])([O-])=O.[K+].[K+].Br[CH2:8][C:9]1[CH:14]=[CH:13][C:12]([N+:15]([O-:17])=[O:16])=[CH:11][C:10]=1[F:18].C[O:20][CH:21](O)[CH3:22]. The catalyst is O. The product is [F:18][C:10]1[CH:11]=[C:12]([N+:15]([O-:17])=[O:16])[CH:13]=[CH:14][C:9]=1[CH2:8][O:20][CH2:21][CH2:22][O:4][CH3:1]. The yield is 0.400. (2) The reactants are [Br:1][C:2]1[CH:3]=[C:4]([CH2:13][C@@H:14]([CH2:19][C:20]([O:22][CH3:23])=[O:21])[C:15]([O:17][CH3:18])=[O:16])[C:5]([CH2:11]O)=[C:6]2[C:10]=1[NH:9][N:8]=[CH:7]2.[Cl:24]CCl. The catalyst is S(Cl)(Cl)=O. The product is [Br:1][C:2]1[CH:3]=[C:4]([CH2:13][C@@H:14]([CH2:19][C:20]([O:22][CH3:23])=[O:21])[C:15]([O:17][CH3:18])=[O:16])[C:5]([CH2:11][Cl:24])=[C:6]2[C:10]=1[NH:9][N:8]=[CH:7]2. The yield is 0.990. (3) The reactants are [CH3:1][C:2]([C:6]1[NH:7][C:8]2[C:13]([CH:14]=1)=[CH:12][C:11]([N+:15]([O-:17])=[O:16])=[CH:10][CH:9]=2)([CH3:5])[CH2:3][NH2:4].CCN(CC)CC.[C:25](O[C:25]([O:27][C:28]([CH3:31])([CH3:30])[CH3:29])=[O:26])([O:27][C:28]([CH3:31])([CH3:30])[CH3:29])=[O:26].O. The catalyst is C1COCC1. The product is [CH3:5][C:2]([C:6]1[NH:7][C:8]2[C:13]([CH:14]=1)=[CH:12][C:11]([N+:15]([O-:17])=[O:16])=[CH:10][CH:9]=2)([CH3:1])[CH2:3][NH:4][C:25](=[O:26])[O:27][C:28]([CH3:31])([CH3:30])[CH3:29]. The yield is 0.670. (4) The reactants are [C:1]([O:5][C:6]([N:8]1[CH2:13][CH2:12][CH:11]([CH:14]([CH2:17][OH:18])[CH2:15]O)[CH2:10][CH2:9]1)=[O:7])([CH3:4])([CH3:3])[CH3:2].[Li]CCCC.C1(C)C(S(Cl)(=O)=O)=CC=CC=1. The catalyst is C1COCC1. The product is [C:1]([O:5][C:6]([N:8]1[CH2:9][CH2:10][CH:11]([CH:14]2[CH2:15][O:18][CH2:17]2)[CH2:12][CH2:13]1)=[O:7])([CH3:2])([CH3:3])[CH3:4]. The yield is 0.750. (5) The reactants are [N:1]1([CH2:6][CH2:7][C:8]2[N:12]3[CH:13]=[C:14]([O:17][C@H:18]4[C:27]5[C:22](=[CH:23][CH:24]=[CH:25][CH:26]=5)[C@@H:21]([NH2:28])[CH2:20][CH2:19]4)[CH:15]=[CH:16][C:11]3=[N:10][N:9]=2)[CH2:5][CH2:4][CH2:3][CH2:2]1.ClC(Cl)(Cl)C[O:32][C:33](=O)[NH:34][C:35]1[N:36]([C:44]2[CH:49]=[CH:48][C:47]([CH3:50])=[CH:46][CH:45]=2)[N:37]=[C:38]([C:40]([CH3:43])([CH3:42])[CH3:41])[CH:39]=1.CCN(C(C)C)C(C)C. The catalyst is O1CCOCC1. The product is [C:40]([C:38]1[CH:39]=[C:35]([NH:34][C:33]([NH:28][C@@H:21]2[C:22]3[C:27](=[CH:26][CH:25]=[CH:24][CH:23]=3)[C@H:18]([O:17][C:14]3[CH:15]=[CH:16][C:11]4[N:12]([C:8]([CH2:7][CH2:6][N:1]5[CH2:5][CH2:4][CH2:3][CH2:2]5)=[N:9][N:10]=4)[CH:13]=3)[CH2:19][CH2:20]2)=[O:32])[N:36]([C:44]2[CH:49]=[CH:48][C:47]([CH3:50])=[CH:46][CH:45]=2)[N:37]=1)([CH3:43])([CH3:41])[CH3:42]. The yield is 0.170. (6) The reactants are [C:1]([C:5]1[CH:10]=[C:9]([C:11]([F:14])([F:13])[F:12])[C:8]([N+:15]([O-])=O)=[CH:7][C:6]=1[O:18]CC1C=CC=CC=1)([CH3:4])([CH3:3])[CH3:2].C([O-])=O.[NH4+]. The catalyst is CCO.[Pd]. The product is [NH2:15][C:8]1[C:9]([C:11]([F:12])([F:13])[F:14])=[CH:10][C:5]([C:1]([CH3:2])([CH3:3])[CH3:4])=[C:6]([OH:18])[CH:7]=1. The yield is 0.520. (7) The reactants are [CH3:1][O:2][C:3]1[CH:4]=[C:5]([C:11](=O)[CH2:12][C:13](=O)[CH3:14])[CH:6]=[CH:7][C:8]=1[O:9][CH3:10].[C:17]([CH2:19][C:20]([NH2:22])=[S:21])#[N:18].C(=O)([O-])[O-].[K+].[K+]. The catalyst is CC(C)=O. The product is [SH:21][C:20]1[C:19]([C:17]#[N:18])=[C:13]([CH3:14])[CH:12]=[C:11]([C:5]2[CH:6]=[CH:7][C:8]([O:9][CH3:10])=[C:3]([O:2][CH3:1])[CH:4]=2)[N:22]=1. The yield is 0.980. (8) The reactants are [NH2:1][C:2]1[N:6]([C:7]2[CH:8]=[CH:9][C:10](=[O:13])[NH:11][CH:12]=2)[N:5]=[C:4]([C:14]([CH3:17])([CH3:16])[CH3:15])[CH:3]=1.Cl[C:19]([O:21][C:22]1[CH:27]=[CH:26][CH:25]=[CH:24][CH:23]=1)=[O:20]. No catalyst specified. The product is [C:14]([C:4]1[CH:3]=[C:2]([NH:1][C:19](=[O:20])[O:21][C:22]2[CH:27]=[CH:26][CH:25]=[CH:24][CH:23]=2)[N:6]([C:7]2[CH:8]=[CH:9][C:10](=[O:13])[NH:11][CH:12]=2)[N:5]=1)([CH3:17])([CH3:16])[CH3:15]. The yield is 0.120.